Task: Predict the reactants needed to synthesize the given product.. Dataset: Full USPTO retrosynthesis dataset with 1.9M reactions from patents (1976-2016) (1) The reactants are: [C:1]([C:5]1[N:13]=[C:12]2[C:8]([N:9]=[CH:10][NH:11]2)=[C:7](Cl)[N:6]=1)([CH3:4])([CH3:3])[CH3:2].[CH2:15]1[C:18]2([CH2:22][CH2:21][NH:20][CH2:19]2)[CH2:17][O:16]1. Given the product [C:1]([C:5]1[N:13]=[C:12]2[C:8]([N:9]=[CH:10][NH:11]2)=[C:7]([N:20]2[CH2:21][CH2:22][C:18]3([CH2:15][O:16][CH2:17]3)[CH2:19]2)[N:6]=1)([CH3:4])([CH3:3])[CH3:2], predict the reactants needed to synthesize it. (2) The reactants are: [Cl:1][C:2]1[C:7]([N:8]2[C:12]([CH3:13])=[CH:11][C:10]([CH3:14])=[N:9]2)=[C:6](Cl)[N:5]2[N:16]=[CH:17][C:18]([C:19]([O:21][CH3:22])=[O:20])=[C:4]2[N:3]=1.[CH:23]([NH2:26])([CH3:25])[CH3:24].C(=O)([O-])[O-].[K+].[K+].Cl. Given the product [Cl:1][C:2]1[C:7]([N:8]2[C:12]([CH3:13])=[CH:11][C:10]([CH3:14])=[N:9]2)=[C:6]([NH:26][CH:23]([CH3:25])[CH3:24])[N:5]2[N:16]=[CH:17][C:18]([C:19]([O:21][CH3:22])=[O:20])=[C:4]2[N:3]=1, predict the reactants needed to synthesize it. (3) Given the product [Cl:20][C:14]1[CH:15]=[CH:16][CH:17]=[C:18]([Cl:19])[C:13]=1[N:12]1[C:8]([CH2:7][O:6][C:5]2[CH:24]=[CH:25][C:2]([CH:34]=[O:35])=[C:3]([CH3:26])[CH:4]=2)=[C:9]([CH:21]([CH3:23])[CH3:22])[CH:10]=[N:11]1, predict the reactants needed to synthesize it. The reactants are: Br[C:2]1[CH:25]=[CH:24][C:5]([O:6][CH2:7][C:8]2[N:12]([C:13]3[C:18]([Cl:19])=[CH:17][CH:16]=[CH:15][C:14]=3[Cl:20])[N:11]=[CH:10][C:9]=2[CH:21]([CH3:23])[CH3:22])=[CH:4][C:3]=1[CH3:26].C([Li])CCC.CN(C)[CH:34]=[O:35].[Cl-].[NH4+]. (4) The reactants are: [CH:1]([C:4]1[CH:5]=[CH:6][CH:7]=[C:8]2[C:13]=1[N:12]=[C:11]([C:14](OC)=[O:15])[CH:10]=[C:9]2[CH3:18])([CH3:3])[CH3:2].CCCCCC.[H-].C([Al+]CC(C)C)C(C)C.[Cl-].[NH4+]. Given the product [CH:1]([C:4]1[CH:5]=[CH:6][CH:7]=[C:8]2[C:13]=1[N:12]=[C:11]([CH2:14][OH:15])[CH:10]=[C:9]2[CH3:18])([CH3:3])[CH3:2], predict the reactants needed to synthesize it. (5) Given the product [CH2:37]([S:34]([NH:4][C:5]([CH:7]1[CH2:12][CH2:11][N:10]([C:13]2[C:23]([C:24]#[N:25])=[CH:22][C:16]([C:17]([O:19][CH2:20][CH3:21])=[O:18])=[C:15]([C:90]#[N:91])[N:14]=2)[CH2:9][CH2:8]1)=[O:6])(=[O:36])=[O:35])[C:38]1[CH:39]=[CH:40][CH:41]=[CH:42][CH:43]=1, predict the reactants needed to synthesize it. The reactants are: C([N:4]([S:34]([CH2:37][C:38]1[CH:43]=[CH:42][CH:41]=[CH:40][CH:39]=1)(=[O:36])=[O:35])[C:5]([CH:7]1[CH2:12][CH2:11][N:10]([C:13]2[C:23]([C:24]#[N:25])=[CH:22][C:16]([C:17]([O:19][CH2:20][CH3:21])=[O:18])=[C:15](OS(C(F)(F)F)(=O)=O)[N:14]=2)[CH2:9][CH2:8]1)=[O:6])C=C.CC1(C)C2C(=C(P(C3C=CC=CC=3)C3C=CC=CC=3)C=CC=2)OC2C(P(C3C=CC=CC=3)C3C=CC=CC=3)=CC=CC1=2.[C-]#N.[Na+].C[CH2:90][N:91](C(C)C)C(C)C. (6) Given the product [CH2:2]([O:4][C:5]([C:7]1[CH:8]=[N:9][C:10]2[C:15]([CH:16]=1)=[CH:14][CH:13]=[C:12]([NH2:17])[CH:11]=2)=[O:6])[CH3:3], predict the reactants needed to synthesize it. The reactants are: Cl.[CH2:2]([O:4][C:5]([C:7]1[CH:8]=[N:9][C:10]2[C:15]([CH:16]=1)=[CH:14][CH:13]=[C:12]([N:17]=C(C1C=CC=CC=1)C1C=CC=CC=1)[CH:11]=2)=[O:6])[CH3:3]. (7) Given the product [CH2:1]([O:8][C:9]1[CH:16]=[C:15]([NH:19][NH2:20])[CH:14]=[CH:13][C:10]=1[C:11]#[N:12])[C:2]1[CH:7]=[CH:6][CH:5]=[CH:4][CH:3]=1, predict the reactants needed to synthesize it. The reactants are: [CH2:1]([O:8][C:9]1[CH:16]=[C:15](F)[CH:14]=[CH:13][C:10]=1[C:11]#[N:12])[C:2]1[CH:7]=[CH:6][CH:5]=[CH:4][CH:3]=1.O.[NH2:19][NH2:20].